This data is from Catalyst prediction with 721,799 reactions and 888 catalyst types from USPTO. The task is: Predict which catalyst facilitates the given reaction. (1) Reactant: [C:1]([C:3]1[CH:8]=[CH:7][N:6]=[C:5]([NH:9][C@H:10]2[CH2:15][N:14](C(OCC3C=CC=CC=3)=O)[C@H:13]([CH3:26])[CH2:12][CH2:11]2)[C:4]=1[O:27][CH3:28])#[N:2]. Product: [CH3:26][C@H:13]1[NH:14][CH2:15][C@H:10]([NH:9][C:5]2[C:4]([O:27][CH3:28])=[C:3]([C:1]#[N:2])[CH:8]=[CH:7][N:6]=2)[CH2:11][CH2:12]1. The catalyst class is: 19. (2) Reactant: [C:1]([O:5][C:6]([N:8]1[CH2:13][C@H:12]([CH2:14]O)[N:11]([CH2:16][C:17]([N:19]2[C:27]3[C:22](=[CH:23][CH:24]=[C:25]([Cl:28])[CH:26]=3)[C:21]([CH3:30])([CH3:29])[CH2:20]2)=[O:18])[CH2:10][C@H:9]1[CH3:31])=[O:7])([CH3:4])([CH3:3])[CH3:2].C(N(CC)CC)C.C1(C)C=CC(S(Cl)(=O)=O)=CC=1.[N-:50]=[N+:51]=[N-:52].[Na+]. Product: [C:1]([O:5][C:6]([N:8]1[CH2:13][C@H:12]([CH2:14][N:50]=[N+:51]=[N-:52])[N:11]([CH2:16][C:17]([N:19]2[C:27]3[C:22](=[CH:23][CH:24]=[C:25]([Cl:28])[CH:26]=3)[C:21]([CH3:30])([CH3:29])[CH2:20]2)=[O:18])[CH2:10][C@H:9]1[CH3:31])=[O:7])([CH3:4])([CH3:3])[CH3:2]. The catalyst class is: 59. (3) Reactant: [Br:1][C:2]1[N:6]2[CH:7]=[C:8]([I:15])[CH:9]=[C:10]([C:11]([F:14])([F:13])[F:12])[C:5]2=[N:4][C:3]=1[C:16]([O:18]C)=[O:17].[OH-].[Na+].Cl. Product: [Br:1][C:2]1[N:6]2[CH:7]=[C:8]([I:15])[CH:9]=[C:10]([C:11]([F:12])([F:13])[F:14])[C:5]2=[N:4][C:3]=1[C:16]([OH:18])=[O:17]. The catalyst class is: 20. (4) Reactant: F[C:2]1[CH:7]=[CH:6][C:5]([N+:8]([O-:10])=[O:9])=[CH:4][CH:3]=1.[N:11]1([C:17]([O:19][C:20]([CH3:23])([CH3:22])[CH3:21])=[O:18])[CH2:16][CH2:15][NH:14][CH2:13][CH2:12]1.C(=O)([O-])[O-].[K+].[K+].O. The catalyst class is: 9. Product: [N+:8]([C:5]1[CH:6]=[CH:7][C:2]([N:14]2[CH2:13][CH2:12][N:11]([C:17]([O:19][C:20]([CH3:23])([CH3:22])[CH3:21])=[O:18])[CH2:16][CH2:15]2)=[CH:3][CH:4]=1)([O-:10])=[O:9]. (5) Product: [F:27][C:22]1[CH:21]=[C:20]([C@@H:19]2[CH2:18][N:17]([CH2:28][CH2:29][O:30][CH3:31])[CH2:16][C@H:15]2[NH:14][C:12](=[O:13])[NH:11][C:8]2[N:7]([C:32]3[CH:33]=[CH:34][CH:35]=[CH:36][CH:37]=3)[N:6]=[C:5]([O:4][CH2:3][CH2:2][NH:1][S:39]([CH3:38])(=[O:41])=[O:40])[C:9]=2[CH3:10])[CH:25]=[CH:24][C:23]=1[F:26]. Reactant: [NH2:1][CH2:2][CH2:3][O:4][C:5]1[C:9]([CH3:10])=[C:8]([NH:11][C:12]([NH:14][C@H:15]2[C@H:19]([C:20]3[CH:25]=[CH:24][C:23]([F:26])=[C:22]([F:27])[CH:21]=3)[CH2:18][N:17]([CH2:28][CH2:29][O:30][CH3:31])[CH2:16]2)=[O:13])[N:7]([C:32]2[CH:37]=[CH:36][CH:35]=[CH:34][CH:33]=2)[N:6]=1.[CH3:38][S:39](Cl)(=[O:41])=[O:40]. The catalyst class is: 91. (6) Reactant: [CH2:1]([O:3][CH:4]([O:18][CH2:19][CH3:20])[C@@H:5]([NH:7]C(=O)OCC1C=CC=CC=1)[CH3:6])[CH3:2]. Product: [CH2:1]([O:3][CH:4]([O:18][CH2:19][CH3:20])[C@@H:5]([NH2:7])[CH3:6])[CH3:2]. The catalyst class is: 5. (7) Reactant: [F:1][C:2]1[CH:7]=[CH:6][CH:5]=[C:4]([F:8])[C:3]=1[N:9]1[C:17]2[CH:16]=[CH:15][NH:14][C:13](=[O:18])[C:12]=2[C:11]([C:19]2[CH:24]=[CH:23][C:22]([N:25]3[CH2:30][CH2:29][O:28][CH2:27][CH2:26]3)=[CH:21][CH:20]=2)=[N:10]1.C(OC(=O)C)C.[ClH:37]. Product: [ClH:37].[F:1][C:2]1[CH:7]=[CH:6][CH:5]=[C:4]([F:8])[C:3]=1[N:9]1[C:17]2[CH:16]=[CH:15][NH:14][C:13](=[O:18])[C:12]=2[C:11]([C:19]2[CH:20]=[CH:21][C:22]([N:25]3[CH2:26][CH2:27][O:28][CH2:29][CH2:30]3)=[CH:23][CH:24]=2)=[N:10]1. The catalyst class is: 8.